Predict the reactants needed to synthesize the given product. From a dataset of Full USPTO retrosynthesis dataset with 1.9M reactions from patents (1976-2016). (1) The reactants are: Br[C:2]1[N:9]=[CH:8][CH:7]=[C:6]([Br:10])[C:3]=1[C:4]#[N:5].CCOC(C)=O.[NH4+:17].[OH-]. Given the product [NH2:17][C:2]1[N:9]=[CH:8][CH:7]=[C:6]([Br:10])[C:3]=1[C:4]#[N:5], predict the reactants needed to synthesize it. (2) Given the product [C:1]([C:4]1[C:22](=[O:23])[C@@:8]2([CH3:24])[C:9]3[C:15]([OH:16])=[CH:14][C:13]([O:17][CH3:18])=[C:12]([C:19]([NH:21][CH2:26][C:27]4[CH:32]=[CH:31][C:30]([O:33][CH3:34])=[CH:29][CH:28]=4)=[O:20])[C:10]=3[O:11][C:7]2=[CH:6][C:5]=1[OH:25])(=[O:3])[CH3:2], predict the reactants needed to synthesize it. The reactants are: [C:1]([C:4]1[C:22](=[O:23])[C@@:8]2([CH3:24])[C:9]3[C:15]([OH:16])=[CH:14][C:13]([O:17][CH3:18])=[C:12]([C:19]([NH2:21])=[O:20])[C:10]=3[O:11][C:7]2=[CH:6][C:5]=1[OH:25])(=[O:3])[CH3:2].[CH:26](=O)[C:27]1[CH:32]=[CH:31][C:30]([O:33][CH3:34])=[CH:29][CH:28]=1.C([SiH](CC)CC)C.FC(F)(F)C(O)=O. (3) Given the product [F:10][C:11]1[CH:16]=[CH:15][C:14]([N+:17]([O-:19])=[O:18])=[CH:13][C:12]=1[C:2]1[C:3]([C:4]#[N:5])=[CH:6][CH:7]=[CH:8][CH:9]=1, predict the reactants needed to synthesize it. The reactants are: Br[C:2]1[CH:9]=[CH:8][CH:7]=[CH:6][C:3]=1[C:4]#[N:5].[F:10][C:11]1[CH:16]=[CH:15][C:14]([N+:17]([O-:19])=[O:18])=[CH:13][C:12]=1B1OC(C)(C)C(C)(C)O1. (4) Given the product [C:45]([C:2]1[CH:3]=[N:4][C:5]([N:8]2[CH2:13][CH2:12][N:11]([C:14]([O:16][C:17]([CH3:20])([CH3:19])[CH3:18])=[O:15])[CH2:10][CH2:9]2)=[N:6][CH:7]=1)(=[O:47])[CH3:46], predict the reactants needed to synthesize it. The reactants are: Br[C:2]1[CH:3]=[N:4][C:5]([N:8]2[CH2:13][CH2:12][N:11]([C:14]([O:16][C:17]([CH3:20])([CH3:19])[CH3:18])=[O:15])[CH2:10][CH2:9]2)=[N:6][CH:7]=1.C1(P(C2C=CC=CC=2)C2C=CC=CC=2)C=CC=CC=1.C([Sn](CCCC)(CCCC)[C:45]([O:47]CC)=[CH2:46])CCC.Cl. (5) Given the product [OH:69][C:52]([CH3:68])([CH3:51])[CH2:53][N:54]1[CH:58]=[C:57]([C:2]2[CH:25]=[CH:24][C:5]3[C:6]4[N:7]=[C:8]([N:14]5[C:18]([CH3:19])=[N:17][N:16]([CH:20]([CH3:22])[CH3:21])[C:15]5=[O:23])[S:9][C:10]=4[CH2:11][CH2:12][O:13][C:4]=3[CH:3]=2)[CH:56]=[N:55]1, predict the reactants needed to synthesize it. The reactants are: Br[C:2]1[CH:25]=[CH:24][C:5]2[C:6]3[N:7]=[C:8]([N:14]4[C:18]([CH3:19])=[N:17][N:16]([CH:20]([CH3:22])[CH3:21])[C:15]4=[O:23])[S:9][C:10]=3[CH2:11][CH2:12][O:13][C:4]=2[CH:3]=1.IC1C=CC2C3N=C(N4C(C)=NN(C(C)C)C4=O)SC=3CCOC=2C=1.[CH3:51][C:52]([OH:69])([CH3:68])[CH2:53][N:54]1[CH:58]=[C:57](B2OC(C)(C)C(C)(C)O2)[CH:56]=[N:55]1. (6) Given the product [C:1]([C:3]1[C:4]([N:22]2[CH2:23][CH2:24][CH:25]([C:28](=[O:30])[NH:41][S:38]([CH2:37][CH:31]3[CH2:32][CH2:33][CH2:34][CH2:35][CH2:36]3)(=[O:39])=[O:40])[CH2:26][CH2:27]2)=[N:5][C:6]([CH2:14][N:15]2[CH2:20][CH2:19][CH2:18][CH2:17][C:16]2=[O:21])=[C:7]([CH:8]=1)[C:9]([O:11][CH2:12][CH3:13])=[O:10])#[N:2], predict the reactants needed to synthesize it. The reactants are: [C:1]([C:3]1[C:4]([N:22]2[CH2:27][CH2:26][CH:25]([C:28]([OH:30])=O)[CH2:24][CH2:23]2)=[N:5][C:6]([CH2:14][N:15]2[CH2:20][CH2:19][CH2:18][CH2:17][C:16]2=[O:21])=[C:7]([C:9]([O:11][CH2:12][CH3:13])=[O:10])[CH:8]=1)#[N:2].[CH:31]1([CH2:37][S:38]([NH2:41])(=[O:40])=[O:39])[CH2:36][CH2:35][CH2:34][CH2:33][CH2:32]1. (7) Given the product [NH2:1][C:2]1[C:11]2[N:10]=[CH:9][C:8]([CH2:12][CH2:13][C:14]3[CH:22]=[CH:21][C:17]([C:18]([N:29]4[CH2:33][CH2:32][CH2:31][CH2:30]4)=[O:19])=[CH:16][C:15]=3[CH3:23])=[CH:7][C:6]=2[C:5]2[CH:24]=[CH:25][C:26]([CH3:28])=[CH:27][C:4]=2[N:3]=1, predict the reactants needed to synthesize it. The reactants are: [NH2:1][C:2]1[C:11]2[N:10]=[CH:9][C:8]([CH2:12][CH2:13][C:14]3[CH:22]=[CH:21][C:17]([C:18](Cl)=[O:19])=[CH:16][C:15]=3[CH3:23])=[CH:7][C:6]=2[C:5]2[CH:24]=[CH:25][C:26]([CH3:28])=[CH:27][C:4]=2[N:3]=1.[NH:29]1[CH2:33][CH2:32][CH2:31][CH2:30]1. (8) Given the product [F:18][C:19]1[CH:24]=[CH:23][C:22]([C@H:25]([NH:27][C@H:2]2[CH2:6][CH2:5][C@@H:4]([C:7]3[CH:16]=[CH:15][C:10]([C:11]([O:13][CH3:14])=[O:12])=[CH:9][CH:8]=3)[CH2:3]2)[CH3:26])=[CH:21][C:20]=1[O:28][CH3:29], predict the reactants needed to synthesize it. The reactants are: O=[C:2]1[CH2:6][CH2:5][C@@H:4]([C:7]2[CH:16]=[CH:15][C:10]([C:11]([O:13][CH3:14])=[O:12])=[CH:9][CH:8]=2)[CH2:3]1.Cl.[F:18][C:19]1[CH:24]=[CH:23][C:22]([C@H:25]([NH2:27])[CH3:26])=[CH:21][C:20]=1[O:28][CH3:29].CC(O)=O.[BH-](OC(C)=O)(OC(C)=O)OC(C)=O.[Na+].